From a dataset of Catalyst prediction with 721,799 reactions and 888 catalyst types from USPTO. Predict which catalyst facilitates the given reaction. (1) Reactant: Br[C:2]1[CH:7]=[CH:6][C:5]([O:8][CH3:9])=[CH:4][C:3]=1[O:10][CH3:11].[C:12]([O:16][C:17]([N:19]1[CH2:25][CH2:24][CH2:23][NH:22][CH2:21][CH2:20]1)=[O:18])([CH3:15])([CH3:14])[CH3:13].CC([O-])(C)C.[K+]. Product: [C:12]([O:16][C:17]([N:19]1[CH2:25][CH2:24][CH2:23][N:22]([C:2]2[CH:7]=[CH:6][C:5]([O:8][CH3:9])=[CH:4][C:3]=2[O:10][CH3:11])[CH2:21][CH2:20]1)=[O:18])([CH3:15])([CH3:13])[CH3:14]. The catalyst class is: 57. (2) Reactant: C(OC(=O)C[N:6](C1CC1)C(=O)C1C=CC(OC(F)(F)F)=CC=1)C.[Li+].C[Si]([N-][Si](C)(C)C)(C)C.O1C=CC=C1C(Cl)=O.[CH2:42]([O:44][C:45](=[O:71])[CH:46]([N:54]([CH:68]1[CH2:70][CH2:69]1)[C:55](=O)[C:56]1[CH:61]=[CH:60][C:59]([O:62][C:63]([F:66])([F:65])[F:64])=[CH:58][CH:57]=1)[C:47]([C:49]1[O:50][CH:51]=[CH:52][CH:53]=1)=O)[CH3:43].FC(F)(F)C([O-])=O.[NH4+]. Product: [CH2:42]([O:44][C:45]([C:46]1[N:54]([CH:68]2[CH2:70][CH2:69]2)[C:55]([C:56]2[CH:61]=[CH:60][C:59]([O:62][C:63]([F:66])([F:65])[F:64])=[CH:58][CH:57]=2)=[N:6][C:47]=1[C:49]1[O:50][CH:51]=[CH:52][CH:53]=1)=[O:71])[CH3:43]. The catalyst class is: 242. (3) Reactant: Cl[C:2]1[CH:7]=[CH:6][N:5]=[CH:4][C:3]=1[N+:8]([O-:10])=[O:9].[C:11]1([CH2:17][OH:18])[CH:16]=[CH:15][CH:14]=[CH:13][CH:12]=1.C([O-])([O-])=O.[K+].[K+].[OH-].[K+].COCCOCCN(CCOCCOC)CCOCCOC. The catalyst class is: 11. Product: [CH2:17]([O:18][C:2]1[CH:7]=[CH:6][N:5]=[CH:4][C:3]=1[N+:8]([O-:10])=[O:9])[C:11]1[CH:16]=[CH:15][CH:14]=[CH:13][CH:12]=1. (4) Reactant: [CH3:1][O:2][C:3](=[O:14])[C:4]1[CH:9]=[CH:8][C:7]([CH3:10])=[C:6]([N+:11]([O-])=O)[CH:5]=1.CCOC(C)=O. Product: [CH3:1][O:2][C:3](=[O:14])[C:4]1[CH:9]=[CH:8][C:7]([CH3:10])=[C:6]([NH2:11])[CH:5]=1. The catalyst class is: 19. (5) Reactant: [CH2:1]([C:3]1[CH:8]=[CH:7][C:6]([CH:9]([C:11]2[CH:16]=[CH:15][CH:14]=[CH:13][C:12]=2[O:17][CH3:18])O)=[CH:5][CH:4]=1)[CH3:2].C([BH3-])#N.[Na+].C[Si](Cl)(C)C. Product: [CH2:1]([C:3]1[CH:8]=[CH:7][C:6]([CH2:9][C:11]2[CH:16]=[CH:15][CH:14]=[CH:13][C:12]=2[O:17][CH3:18])=[CH:5][CH:4]=1)[CH3:2]. The catalyst class is: 10. (6) Reactant: [CH3:1][O:2][CH2:3][CH2:4][CH2:5][S:6]([C:9]1[CH:14]=[CH:13][C:12]([C:15]2[CH:20]=[CH:19][C:18]([CH2:21][CH2:22][N:23]3[CH2:27][CH2:26][CH2:25][C@H:24]3[CH3:28])=[CH:17][CH:16]=2)=[CH:11][CH:10]=1)(=[O:8])=[O:7].[C:29]([OH:36])(=[O:35])/[CH:30]=[CH:31]\[C:32]([OH:34])=[O:33]. Product: [C:29]([OH:36])(=[O:35])/[CH:30]=[CH:31]\[C:32]([OH:34])=[O:33].[CH3:1][O:2][CH2:3][CH2:4][CH2:5][S:6]([C:9]1[CH:14]=[CH:13][C:12]([C:15]2[CH:20]=[CH:19][C:18]([CH2:21][CH2:22][N:23]3[CH2:27][CH2:26][CH2:25][C@H:24]3[CH3:28])=[CH:17][CH:16]=2)=[CH:11][CH:10]=1)(=[O:8])=[O:7]. The catalyst class is: 21. (7) Reactant: [CH3:1][C@H:2]1[C@@H:12]2[CH2:13][CH2:14][C@:15]3([CH3:19])[O:17][O:18][C@:11]42[C@H:5]([C@@H:6]([CH3:20])[C:7]([O:9][C@@H:10]4[O:16]3)=[O:8])[CH2:4][CH2:3]1.[BH4-].[Na+].[OH-:23].[K+].[CH3:25][OH:26]. Product: [CH3:1][C@@H:2]1[C@H:12]2[CH2:13][CH2:14][C@@:15]3([CH3:19])[O:17][O:18][C@@:11]42[C@H:5]([C@H:6]([CH3:20])[C@H:7]([O:8][CH2:1][C:2]2[CH:3]=[CH:4][C:5]([C:25]([OH:26])=[O:23])=[CH:11][CH:12]=2)[O:9][C@@H:10]4[O:16]3)[CH2:4][CH2:3]1. The catalyst class is: 7.